Dataset: Full USPTO retrosynthesis dataset with 1.9M reactions from patents (1976-2016). Task: Predict the reactants needed to synthesize the given product. (1) The reactants are: C(N(CC)CC)C.[CH3:20][C:19]([O:18][C:16](O[C:16]([O:18][C:19]([CH3:22])([CH3:21])[CH3:20])=[O:17])=[O:17])([CH3:22])[CH3:21].[CH2:23]([O:30][C:31]1[CH:32]=[CH:33][C:34]2[C@H:43]3[C@H:39]([CH2:40][NH:41][CH2:42]3)[O:38][CH2:37][C:35]=2[CH:36]=1)[C:24]1[CH:29]=[CH:28][CH:27]=[CH:26][CH:25]=1. Given the product [CH2:23]([O:30][C:31]1[CH:32]=[CH:33][C:34]2[C@H:43]3[C@H:39]([CH2:40][N:41]([C:16]([O:18][C:19]([CH3:20])([CH3:21])[CH3:22])=[O:17])[CH2:42]3)[O:38][CH2:37][C:35]=2[CH:36]=1)[C:24]1[CH:25]=[CH:26][CH:27]=[CH:28][CH:29]=1, predict the reactants needed to synthesize it. (2) Given the product [CH3:1][N:2]([CH3:6])[CH2:3][CH2:4][O:5][C:8]1[CH:13]=[C:12]([C:14]([F:16])([F:17])[F:15])[CH:11]=[C:10]([N+:18]([O-:20])=[O:19])[CH:9]=1, predict the reactants needed to synthesize it. The reactants are: [CH3:1][N:2]([CH3:6])[CH2:3][CH2:4][OH:5].F[C:8]1[CH:13]=[C:12]([C:14]([F:17])([F:16])[F:15])[CH:11]=[C:10]([N+:18]([O-:20])=[O:19])[CH:9]=1.C([O-])([O-])=O.[K+].[K+]. (3) Given the product [NH2:30][C@H:29]([C:28]#[C:27][C:25]1[S:26][C:19]2[C:18]([NH:17][C:4]3[CH:5]=[CH:6][C:7]([O:8][CH2:9][C:10]4[CH:15]=[CH:14][CH:13]=[C:12]([F:16])[CH:11]=4)=[C:2]([Cl:1])[CH:3]=3)=[N:23][CH:22]=[N:21][C:20]=2[CH:24]=1)[CH2:33][OH:32], predict the reactants needed to synthesize it. The reactants are: [Cl:1][C:2]1[CH:3]=[C:4]([NH:17][C:18]2[C:19]3[S:26][C:25]([C:27]#[C:28][C@@H:29]4[CH2:33][O:32]C(C)(C)[N:30]4C(OC(C)(C)C)=O)=[CH:24][C:20]=3[N:21]=[CH:22][N:23]=2)[CH:5]=[CH:6][C:7]=1[O:8][CH2:9][C:10]1[CH:15]=[CH:14][CH:13]=[C:12]([F:16])[CH:11]=1.FC(F)(F)C(O)=O. (4) Given the product [CH:27]1([CH2:26][N:10]2[C:9]3[N:8]=[C:7]([CH2:6][C:5]4[CH:4]=[CH:3][C:2]([NH:1][S:40]([C:36]5[CH:37]=[CH:38][CH:39]=[C:34]([O:33][CH3:32])[CH:35]=5)(=[O:42])=[O:41])=[CH:31][CH:30]=4)[NH:15][C:14]=3[C:13](=[O:16])[N:12]([CH2:17][C:18]3[CH:23]=[CH:22][CH:21]=[CH:20][C:19]=3[F:24])[C:11]2=[O:25])[CH2:28][CH2:29]1, predict the reactants needed to synthesize it. The reactants are: [NH2:1][C:2]1[CH:31]=[CH:30][C:5]([CH2:6][C:7]2[NH:15][C:14]3[C:13](=[O:16])[N:12]([CH2:17][C:18]4[CH:23]=[CH:22][CH:21]=[CH:20][C:19]=4[F:24])[C:11](=[O:25])[N:10]([CH2:26][CH:27]4[CH2:29][CH2:28]4)[C:9]=3[N:8]=2)=[CH:4][CH:3]=1.[CH3:32][O:33][C:34]1[CH:35]=[C:36]([S:40](Cl)(=[O:42])=[O:41])[CH:37]=[CH:38][CH:39]=1. (5) Given the product [CH3:1][C:2]1[C:10]([C@@H:11]2[CH2:16][N:15]3[CH2:17][CH2:18][NH:19][CH2:20][C@H:14]3[CH2:13][N:12]2[C:31]([O:33][C:34]([CH3:36])([CH3:35])[CH3:37])=[O:32])=[CH:9][CH:8]=[C:7]2[C:3]=1[CH2:4][O:5][C:6]2=[O:38], predict the reactants needed to synthesize it. The reactants are: [CH3:1][C:2]1[C:10]([C@@H:11]2[CH2:16][N:15]3[CH2:17][CH2:18][N:19](C(OCC4C=CC=CC=4)=O)[CH2:20][C@H:14]3[CH2:13][N:12]2[C:31]([O:33][C:34]([CH3:37])([CH3:36])[CH3:35])=[O:32])=[CH:9][CH:8]=[C:7]2[C:3]=1[CH2:4][O:5][C:6]2=[O:38]. (6) Given the product [CH2:15]([N:8]1[C:9](=[O:11])[C:10]2[C:2]([CH3:1])=[N:3][O:4][C:5]=2[N:6]=[C:7]1[CH2:12][CH2:13][CH3:14])[C:16]1[CH:21]=[CH:20][CH:19]=[CH:18][CH:17]=1, predict the reactants needed to synthesize it. The reactants are: [CH3:1][C:2]1[C:10]2[C:9](=[O:11])[NH:8][C:7]([CH2:12][CH2:13][CH3:14])=[N:6][C:5]=2[O:4][N:3]=1.[CH2:15](Br)[C:16]1[CH:21]=[CH:20][CH:19]=[CH:18][CH:17]=1.C(=O)([O-])[O-].[K+].[K+]. (7) Given the product [Br:1][C:2]1[CH:3]=[CH:4][C:5]([C@@H:8]([CH3:12])[CH2:9][OH:10])=[CH:6][CH:7]=1, predict the reactants needed to synthesize it. The reactants are: [Br:1][C:2]1[CH:7]=[CH:6][C:5]([C@@H:8]([CH3:12])[C:9](O)=[O:10])=[CH:4][CH:3]=1.CCOC(C)=O.